Dataset: Forward reaction prediction with 1.9M reactions from USPTO patents (1976-2016). Task: Predict the product of the given reaction. (1) Given the reactants [O:1]1[C:5]2[CH:6]=[CH:7][C:8]([CH2:10][NH:11][S:12]([C:15]3[CH:16]=[C:17]([CH:21]=[CH:22][C:23]([OH:25])=O)[CH:18]=[CH:19][CH:20]=3)(=[O:14])=[O:13])=[CH:9][C:4]=2[O:3][CH2:2]1.[Cl:26]CCl, predict the reaction product. The product is: [O:1]1[C:5]2[CH:6]=[CH:7][C:8]([CH2:10][NH:11][S:12]([C:15]3[CH:16]=[C:17]([CH:21]=[CH:22][C:23]([Cl:26])=[O:25])[CH:18]=[CH:19][CH:20]=3)(=[O:14])=[O:13])=[CH:9][C:4]=2[O:3][CH2:2]1. (2) Given the reactants [C:1]([NH:4][C:5]1[CH:10]=[C:9]([O:11][C:12]2[CH:13]=[C:14]([CH2:18][CH2:19][C:20]([O:22]C)=[O:21])[CH:15]=[CH:16][CH:17]=2)[CH:8]=[CH:7][N:6]=1)(=[O:3])[CH3:2].[OH-].[Na+], predict the reaction product. The product is: [C:1]([NH:4][C:5]1[CH:10]=[C:9]([O:11][C:12]2[CH:13]=[C:14]([CH2:18][CH2:19][C:20]([OH:22])=[O:21])[CH:15]=[CH:16][CH:17]=2)[CH:8]=[CH:7][N:6]=1)(=[O:3])[CH3:2]. (3) Given the reactants [O:1]1[C:5]2[C:6]([CH2:10][CH2:11][CH:12]3[CH2:17][CH2:16][N:15]([CH2:18][C:19]4[C:20]([O:25]C)=[N:21][CH:22]=[CH:23][N:24]=4)[CH2:14][CH2:13]3)=[CH:7][CH:8]=[CH:9][C:4]=2[CH:3]=[CH:2]1.[I-].[Na+].Cl[Si](C)(C)C.C(=O)([O-])[O-].[Na+].[Na+], predict the reaction product. The product is: [O:1]1[C:5]2[C:6]([CH2:10][CH2:11][CH:12]3[CH2:17][CH2:16][N:15]([CH2:18][C:19]4[C:20](=[O:25])[NH:21][CH:22]=[CH:23][N:24]=4)[CH2:14][CH2:13]3)=[CH:7][CH:8]=[CH:9][C:4]=2[CH:3]=[CH:2]1. (4) Given the reactants [CH2:1]([NH:5][C:6]1[CH:14]=[CH:13][CH:12]=[CH:11][C:7]=1[C:8]([OH:10])=O)[CH:2]([CH3:4])[CH3:3].CCN=C=NCCCN(C)C.C1C=CC2N(O)N=NC=2C=1.CCN(C(C)C)C(C)C.[CH3:45][C:46]([NH2:50])([C:48]#[CH:49])[CH3:47], predict the reaction product. The product is: [CH2:1]([NH:5][C:6]1[CH:14]=[CH:13][CH:12]=[CH:11][C:7]=1[C:8]([NH:50][C:46]([CH3:47])([C:48]#[CH:49])[CH3:45])=[O:10])[CH:2]([CH3:3])[CH3:4]. (5) Given the reactants [Si:1]([O:8][C:9]12[C:16](=[O:17])[O:15][CH:13]([CH2:14]1)[CH:12]([O:18][Si:19]([C:22]([CH3:25])([CH3:24])[CH3:23])([CH3:21])[CH3:20])[CH2:11][CH2:10]2)([C:4]([CH3:7])([CH3:6])[CH3:5])([CH3:3])[CH3:2].C[OH:27], predict the reaction product. The product is: [Si:1]([O:8][C@:9]12[C:16](=[O:17])[O:15][C@H:13]([CH2:14]1)[C@H:12]([O:18][Si:19]([C:22]([CH3:25])([CH3:24])[CH3:23])([CH3:20])[CH3:21])[C@H:11]([OH:27])[CH2:10]2)([C:4]([CH3:7])([CH3:6])[CH3:5])([CH3:3])[CH3:2]. (6) Given the reactants [Cl:1][C:2]1[C:3]([NH2:19])=[N:4][C:5](F)=[N:6][C:7]=1[N:8]1[C:12]2[CH:13]=[CH:14][CH:15]=[CH:16][C:11]=2[N:10]=[C:9]1[CH3:17].[CH3:20][O:21][C:22]1[CH:28]=[CH:27][C:25]([NH2:26])=[CH:24][CH:23]=1.CN1C(=O)CCC1, predict the reaction product. The product is: [Cl:1][C:2]1[C:3]([NH2:19])=[N:4][C:5]([NH:26][C:25]2[CH:27]=[CH:28][C:22]([O:21][CH3:20])=[CH:23][CH:24]=2)=[N:6][C:7]=1[N:8]1[C:12]2[CH:13]=[CH:14][CH:15]=[CH:16][C:11]=2[N:10]=[C:9]1[CH3:17].